This data is from Forward reaction prediction with 1.9M reactions from USPTO patents (1976-2016). The task is: Predict the product of the given reaction. (1) Given the reactants [CH2:1]([O:3][C:4]([C:6]1[C:10]([C:11]2[CH:16]=[CH:15][C:14]([Cl:17])=[CH:13][CH:12]=2)=[CH:9][S:8][C:7]=1[NH2:18])=[O:5])[CH3:2].[C:19]1(=O)[O:24][C:22](=[O:23])[C:21]2=[CH:25][CH:26]=[CH:27][CH:28]=[C:20]12, predict the reaction product. The product is: [CH2:1]([O:3][C:4]([C:6]1[C:10]([C:11]2[CH:16]=[CH:15][C:14]([Cl:17])=[CH:13][CH:12]=2)=[CH:9][S:8][C:7]=1[N:18]1[C:22](=[O:23])[C:21]2[C:20](=[CH:28][CH:27]=[CH:26][CH:25]=2)[C:19]1=[O:24])=[O:5])[CH3:2]. (2) Given the reactants Br[C:2]1[CH:11]=[C:10]2[C:5]([CH2:6][CH2:7][CH2:8][CH:9]2[O:12][C:13]2[CH:18]=[CH:17][CH:16]=[CH:15][C:14]=2[CH2:19][C:20]([O:22]C)=[O:21])=[CH:4][CH:3]=1.Cl.[NH2:25][CH2:26][C:27]1[CH:28]=[C:29](B(O)O)[CH:30]=[CH:31][CH:32]=1, predict the reaction product. The product is: [NH2:25][CH2:26][C:27]1[CH:32]=[C:31]([C:2]2[CH:11]=[C:10]3[C:5]([CH2:6][CH2:7][CH2:8][CH:9]3[O:12][C:13]3[CH:18]=[CH:17][CH:16]=[CH:15][C:14]=3[CH2:19][C:20]([OH:22])=[O:21])=[CH:4][CH:3]=2)[CH:30]=[CH:29][CH:28]=1. (3) Given the reactants [NH2:1][C@H:2]([C:4]1[N:9]([C:10]2[CH:15]=[CH:14][CH:13]=[CH:12][CH:11]=2)[C:8](=[O:16])[C:7]2=[C:17]([CH3:20])[CH:18]=[CH:19][N:6]2[N:5]=1)[CH3:3].Cl[C:22]1[N:27]=[CH:26][N:25]=[C:24]([NH2:28])[C:23]=1[I:29].[F-].[Cs+].C(N(CC)C(C)C)(C)C, predict the reaction product. The product is: [NH2:28][C:24]1[N:25]=[CH:26][N:27]=[C:22]([NH:1][C@H:2]([C:4]2[N:9]([C:10]3[CH:15]=[CH:14][CH:13]=[CH:12][CH:11]=3)[C:8](=[O:16])[C:7]3=[C:17]([CH3:20])[CH:18]=[CH:19][N:6]3[N:5]=2)[CH3:3])[C:23]=1[I:29]. (4) Given the reactants C([O:5][C:6](=O)[CH2:7][C:8]([N:10]([C:25]1[CH:30]=[CH:29][C:28]([Cl:31])=[CH:27][CH:26]=1)[CH2:11][CH2:12][CH2:13][N:14]1[C:22](=[O:23])[C:21]2[C:16](=[CH:17][CH:18]=[CH:19][CH:20]=2)[C:15]1=[O:24])=[O:9])(C)(C)C.O=P12OP3(OP(OP(O3)(O1)=O)(=O)O2)=O, predict the reaction product. The product is: [Cl:31][C:28]1[CH:29]=[C:30]2[C:25](=[CH:26][CH:27]=1)[N:10]([CH2:11][CH2:12][CH2:13][N:14]1[C:22](=[O:23])[C:21]3[C:16](=[CH:17][CH:18]=[CH:19][CH:20]=3)[C:15]1=[O:24])[C:8](=[O:9])[CH:7]=[C:6]2[OH:5]. (5) Given the reactants OCCOCC[CH:7]([C:11]1[C:24]2[C:25]3=[C:26]4[C:21](=[CH:22][CH:23]=2)[CH:20]=[CH:19][CH:18]=[C:17]4[CH:16]=[CH:15][C:14]3=[CH:13][CH:12]=1)[C:8]([O-])=[O:9].[F:27][C:28]([F:125])([F:124])[C:29]([F:123])([F:122])[C:30]([F:121])([F:120])[C:31]([F:119])([F:118])[C:32]([F:117])([F:116])[C:33]([F:115])([F:114])[C:34]([F:113])([F:112])[C:35]([F:111])([F:110])[CH2:36][CH2:37][CH2:38][CH2:39][O:40][C:41]1[CH:42]=[C:43]([CH:47]=[C:48]([O:80][CH2:81][CH2:82][CH2:83][CH2:84][C:85]([F:109])([F:108])[C:86]([F:107])([F:106])[C:87]([F:105])([F:104])[C:88]([F:103])([F:102])[C:89]([F:101])([F:100])[C:90]([F:99])([F:98])[C:91]([F:97])([F:96])[C:92]([F:95])([F:94])[F:93])[C:49]=1[O:50][CH2:51][CH2:52][CH2:53][CH2:54][C:55]([F:79])([F:78])[C:56]([F:77])([F:76])[C:57]([F:75])([F:74])[C:58]([F:73])([F:72])[C:59]([F:71])([F:70])[C:60]([F:69])([F:68])[C:61]([F:67])([F:66])[C:62]([F:65])([F:64])[F:63])[C:44]([OH:46])=[O:45], predict the reaction product. The product is: [C:11]1([CH2:7][C:8]([O:50][CH2:49][CH2:41][O:40][CH2:39][CH2:38][O:45][C:44](=[O:46])[C:43]2[CH:42]=[C:41]([O:40][CH2:39][CH2:38][CH2:37][CH2:36][C:35]([F:110])([F:111])[C:34]([F:112])([F:113])[C:33]([F:114])([F:115])[C:32]([F:116])([F:117])[C:31]([F:118])([F:119])[C:30]([F:120])([F:121])[C:29]([F:122])([F:123])[C:28]([F:124])([F:125])[F:27])[C:49]([O:50][CH2:51][CH2:52][CH2:53][CH2:54][C:55]([F:78])([F:79])[C:56]([F:77])([F:76])[C:57]([F:75])([F:74])[C:58]([F:73])([F:72])[C:59]([F:71])([F:70])[C:60]([F:69])([F:68])[C:61]([F:67])([F:66])[C:62]([F:65])([F:64])[F:63])=[C:48]([O:80][CH2:81][CH2:82][CH2:83][CH2:84][C:85]([F:108])([F:109])[C:86]([F:106])([F:107])[C:87]([F:104])([F:105])[C:88]([F:102])([F:103])[C:89]([F:101])([F:100])[C:90]([F:99])([F:98])[C:91]([F:97])([F:96])[C:92]([F:95])([F:94])[F:93])[CH:47]=2)=[O:9])[C:24]2[C:25]3=[C:26]4[C:21](=[CH:22][CH:23]=2)[CH:20]=[CH:19][CH:18]=[C:17]4[CH:16]=[CH:15][C:14]3=[CH:13][CH:12]=1. (6) Given the reactants [CH3:1][S:2]([NH:5][CH2:6][C:7]1[CH:12]=[CH:11][C:10]([CH2:13][C:14]([OH:16])=O)=[CH:9][CH:8]=1)(=[O:4])=[O:3].C(OC(NCC1C=CC=CC=1CC(O)=O)=O)(C)(C)C.[ClH:36].Cl.[CH3:38][NH:39][C@@H:40]([C:48]1[CH:53]=[CH:52][CH:51]=[CH:50][CH:49]=1)[CH2:41][N:42]1[CH2:46][CH2:45][C@H:44]([OH:47])[CH2:43]1.CN[C@@H](C1C=CC=CC=1)CN1CCCC1.C(N(C(C)C)CC)(C)C.Cl, predict the reaction product. The product is: [ClH:36].[OH:47][C@H:44]1[CH2:45][CH2:46][N:42]([CH2:41][C@@H:40]([N:39]([CH3:38])[C:14](=[O:16])[CH2:13][C:10]2[CH:9]=[CH:8][C:7]([CH2:6][NH:5][S:2]([CH3:1])(=[O:3])=[O:4])=[CH:12][CH:11]=2)[C:48]2[CH:53]=[CH:52][CH:51]=[CH:50][CH:49]=2)[CH2:43]1. (7) Given the reactants [Cl:1][C:2]1[CH:7]=[C:6]([C:8]2[CH:13]=[CH:12][C:11](F)=[C:10]([NH:15][CH2:16][C:17]3[CH:22]=[CH:21][CH:20]=[C:19]([F:23])[CH:18]=3)[N:9]=2)[CH:5]=[CH:4][N:3]=1.BrC1N=C(NCC2C=CC=C([F:39])C=2)C=CC=1.ClC1C=C(B(O)O)C(F)=CN=1.C(Cl)Cl, predict the reaction product. The product is: [Cl:1][C:2]1[CH:7]=[C:6]([C:8]2[CH:13]=[CH:12][CH:11]=[C:10]([NH:15][CH2:16][C:17]3[CH:22]=[CH:21][CH:20]=[C:19]([F:23])[CH:18]=3)[N:9]=2)[C:5]([F:39])=[CH:4][N:3]=1.